This data is from Forward reaction prediction with 1.9M reactions from USPTO patents (1976-2016). The task is: Predict the product of the given reaction. (1) Given the reactants [CH3:1][O:2][C:3](=[O:16])[C:4]1[CH:9]=[C:8](I)[C:7]([C:11]([F:14])([F:13])[F:12])=[CH:6][C:5]=1[NH2:15].[CH3:17][N:18]1[C:22]([Sn](CCCC)(CCCC)CCCC)=[CH:21][CH:20]=[N:19]1, predict the reaction product. The product is: [CH3:1][O:2][C:3](=[O:16])[C:4]1[CH:9]=[C:8]([C:22]2[N:18]([CH3:17])[N:19]=[CH:20][CH:21]=2)[C:7]([C:11]([F:14])([F:13])[F:12])=[CH:6][C:5]=1[NH2:15]. (2) Given the reactants N[CH2:2][C:3]([C:6]1[NH:7][C:8]2[C:13]([CH:14]=1)=[CH:12][C:11]([NH:15][C:16]([C:18]1([C:21]3[CH:29]=[CH:28][C:24]4[O:25][CH2:26][O:27][C:23]=4[CH:22]=3)[CH2:20][CH2:19]1)=[O:17])=[CH:10][CH:9]=2)(C)[CH3:4].C(=O)([O-])[O-].[K+].[K+].IC.O.[CH3:39][N:40]([CH:42]=O)[CH3:41], predict the reaction product. The product is: [O:25]1[C:24]2[CH:28]=[CH:29][C:21]([C:18]3([C:16]([NH:15][C:11]4[CH:12]=[C:13]5[C:8](=[CH:9][CH:10]=4)[NH:7][C:6]([C:3]([CH3:4])([CH3:2])[CH2:42][N:40]([CH3:39])[CH3:41])=[CH:14]5)=[O:17])[CH2:20][CH2:19]3)=[CH:22][C:23]=2[O:27][CH2:26]1. (3) Given the reactants [Br:1][C:2]1[CH:8]=[CH:7][C:6]([O:9][CH3:10])=[CH:5][C:3]=1[NH2:4].C[Si]([N-][Si](C)(C)C)(C)C.[Na+].[C:21](O[C:21]([O:23][C:24]([CH3:27])([CH3:26])[CH3:25])=[O:22])([O:23][C:24]([CH3:27])([CH3:26])[CH3:25])=[O:22], predict the reaction product. The product is: [Br:1][C:2]1[CH:8]=[CH:7][C:6]([O:9][CH3:10])=[CH:5][C:3]=1[NH:4][C:21](=[O:22])[O:23][C:24]([CH3:27])([CH3:26])[CH3:25]. (4) Given the reactants [Cl:1][C:2]1[CH:7]=[C:6]([O:8][C:9]2[C:18]3[C:13](=[CH:14][C:15]([OH:21])=[C:16]([O:19][CH3:20])[CH:17]=3)[N:12]=[CH:11][N:10]=2)[CH:5]=[CH:4][C:3]=1[NH:22][C:23](=[O:27])[N:24]([CH3:26])[CH3:25].C(=O)([O-])[O-].[K+].[K+].[Br:34][CH2:35][CH2:36]Br.O, predict the reaction product. The product is: [Br:34][CH2:35][CH2:36][O:21][C:15]1[CH:14]=[C:13]2[C:18]([C:9]([O:8][C:6]3[CH:5]=[CH:4][C:3]([NH:22][C:23](=[O:27])[N:24]([CH3:26])[CH3:25])=[C:2]([Cl:1])[CH:7]=3)=[N:10][CH:11]=[N:12]2)=[CH:17][C:16]=1[O:19][CH3:20]. (5) Given the reactants C(NC(C)C)(C)C.C([Li])CCC.[Li+].CC([N-]C(C)C)C.[F:21][C:22]1[CH:27]=[CH:26][C:25]([C:28](=[N:31][OH:32])[CH2:29][CH3:30])=[CH:24][CH:23]=1.[C:33]([O:40][CH2:41][CH3:42])(=[O:39])[C:34]([O:36]CC)=O, predict the reaction product. The product is: [F:21][C:22]1[CH:23]=[CH:24][C:25]([C:28](=[N:31][OH:32])[CH:29]([CH3:30])[C:34](=[O:36])[C:33]([O:40][CH2:41][CH3:42])=[O:39])=[CH:26][CH:27]=1.